From a dataset of Peptide-MHC class I binding affinity with 185,985 pairs from IEDB/IMGT. Regression. Given a peptide amino acid sequence and an MHC pseudo amino acid sequence, predict their binding affinity value. This is MHC class I binding data. (1) The peptide sequence is ATVGIMIGVLV. The MHC is Mamu-A01 with pseudo-sequence Mamu-A01. The binding affinity (normalized) is 0.405. (2) The peptide sequence is EEVLDVCPLG. The MHC is HLA-B40:01 with pseudo-sequence HLA-B40:01. The binding affinity (normalized) is 0.116. (3) The peptide sequence is LAKSVFNSL. The MHC is HLA-A11:01 with pseudo-sequence HLA-A11:01. The binding affinity (normalized) is 0.0847. (4) The peptide sequence is SGVENPGGY. The MHC is H-2-Kb with pseudo-sequence H-2-Kb. The binding affinity (normalized) is 0.0735. (5) The peptide sequence is MQGAVDINR. The MHC is HLA-A33:01 with pseudo-sequence HLA-A33:01. The binding affinity (normalized) is 0.0267. (6) The peptide sequence is TLMNVITLV. The MHC is HLA-A02:02 with pseudo-sequence HLA-A02:02. The binding affinity (normalized) is 1.00. (7) The peptide sequence is ATATWFQYY. The MHC is HLA-B51:01 with pseudo-sequence HLA-B51:01. The binding affinity (normalized) is 0.0847.